From a dataset of Full USPTO retrosynthesis dataset with 1.9M reactions from patents (1976-2016). Predict the reactants needed to synthesize the given product. (1) Given the product [NH2:25][C:26]1[C:27]([C:36]([NH:46][C@H:45]([C:47]([O:49][CH3:50])=[O:48])[CH2:44][O:43][CH2:39][CH2:40][CH2:41][CH3:42])=[O:38])=[CH:28][C:29]2[C:34]([CH:35]=1)=[CH:33][CH:32]=[CH:31][CH:30]=2, predict the reactants needed to synthesize it. The reactants are: CN(C(ON1N=NC2C=CC=NC1=2)=[N+](C)C)C.F[P-](F)(F)(F)(F)F.[NH2:25][C:26]1[C:27]([C:36]([OH:38])=O)=[CH:28][C:29]2[C:34]([CH:35]=1)=[CH:33][CH:32]=[CH:31][CH:30]=2.[CH2:39]([O:43][CH2:44][C@@H:45]([C:47]([O:49][CH3:50])=[O:48])[NH2:46])[CH2:40][CH2:41][CH3:42].C(N(C(C)C)CC)(C)C. (2) Given the product [NH2:23][N:8]1[C:9]2[C:14](=[CH:13][CH:12]=[CH:11][CH:10]=2)[N:15]=[C:6]([C:2]2[S:1][CH:5]=[CH:4][CH:3]=2)[C:7]1=[O:16], predict the reactants needed to synthesize it. The reactants are: [S:1]1[CH:5]=[CH:4][CH:3]=[C:2]1[C:6]1[C:7](=[O:16])[NH:8][C:9]2[C:14]([N:15]=1)=[CH:13][CH:12]=[CH:11][CH:10]=2.C1(N)C=CC=CC=1[NH2:23].S1C=CC=C1C(=O)C(OCC)=O.[OH-].[Na+]. (3) Given the product [CH2:2]([N+:9]([O-:10])=[CH:20][C:19]1[CH:18]=[CH:17][C:16]([S:13](=[O:15])(=[O:14])[N:12]([CH3:11])[C:24]2[CH:29]=[CH:28][CH:27]=[CH:26][CH:25]=2)=[CH:23][CH:22]=1)[C:3]1[CH:8]=[CH:7][CH:6]=[CH:5][CH:4]=1, predict the reactants needed to synthesize it. The reactants are: Cl.[CH2:2]([NH:9][OH:10])[C:3]1[CH:8]=[CH:7][CH:6]=[CH:5][CH:4]=1.[CH3:11][N:12]([C:24]1[CH:29]=[CH:28][CH:27]=[CH:26][CH:25]=1)[S:13]([C:16]1[CH:23]=[CH:22][C:19]([CH:20]=O)=[CH:18][CH:17]=1)(=[O:15])=[O:14]. (4) Given the product [CH3:22][O:23][C:24]1[CH:25]=[CH:26][C:27]([C:30]([C:54]2[CH:55]=[CH:56][C:57]([O:60][CH3:61])=[CH:58][CH:59]=2)([C:48]2[CH:53]=[CH:52][CH:51]=[CH:50][CH:49]=2)[O:31][CH2:32][C@H:33]2[O:37][C@@H:36]([N:38]3[CH:45]=[CH:44][C:42](=[O:43])[NH:41][C:39]3=[O:40])[C@H:35]([OH:46])[C@@H:34]2[O:47][C:69](=[O:70])[NH:68][C:62]2[CH:67]=[CH:66][CH:65]=[CH:64][CH:63]=2)=[CH:28][CH:29]=1, predict the reactants needed to synthesize it. The reactants are: C(C1OC[C@H](C(C)(C)C)N=1)(C1OC[C@H](C(C)(C)C)N=1)(C)C.[CH3:22][O:23][C:24]1[CH:29]=[CH:28][C:27]([C:30]([C:54]2[CH:59]=[CH:58][C:57]([O:60][CH3:61])=[CH:56][CH:55]=2)([C:48]2[CH:53]=[CH:52][CH:51]=[CH:50][CH:49]=2)[O:31][CH2:32][C@H:33]2[O:37][C@@H:36]([N:38]3[CH:45]=[CH:44][C:42](=[O:43])[NH:41][C:39]3=[O:40])[C@H:35]([OH:46])[C@@H:34]2[OH:47])=[CH:26][CH:25]=1.[C:62]1([N:68]=[C:69]=[O:70])[CH:67]=[CH:66][CH:65]=[CH:64][CH:63]=1.COC1C=CC(C(C2C=CC(OC)=CC=2)(C2C=CC=CC=2)OC[C@H]2O[C@@H](N3C=CC(=O)NC3=O)[C@H](OC(=O)NC3C=CC=CC=3)[C@@H]2O)=CC=1.